The task is: Predict the reactants needed to synthesize the given product.. This data is from Full USPTO retrosynthesis dataset with 1.9M reactions from patents (1976-2016). (1) Given the product [CH3:17][N:2]([CH3:1])[CH:3]=[CH:4][C:5]([C:7]1[CH:8]=[C:9]([N:13]([CH3:20])[C:14](=[O:16])[CH3:15])[CH:10]=[CH:11][CH:12]=1)=[O:6], predict the reactants needed to synthesize it. The reactants are: [CH3:1][N:2]([CH3:17])[CH:3]=[CH:4][C:5]([C:7]1[CH:8]=[C:9]([NH:13][C:14](=[O:16])[CH3:15])[CH:10]=[CH:11][CH:12]=1)=[O:6].[H-].[Na+].[CH3:20]I. (2) Given the product [Cl:9][C:10]1[CH:15]=[CH:14][C:13]([C:16]2[NH:1][C:2]3[N:6]([N:5]=[CH:4][C:3]=3[C:7]#[N:8])[C:18](=[O:20])[CH:17]=2)=[CH:12][C:11]=1[O:24][CH2:25][CH3:26], predict the reactants needed to synthesize it. The reactants are: [NH2:1][C:2]1[NH:6][N:5]=[CH:4][C:3]=1[C:7]#[N:8].[Cl:9][C:10]1[CH:15]=[CH:14][C:13]([C:16](=O)[CH2:17][C:18]([O:20]CC)=O)=[CH:12][C:11]=1[O:24][CH3:25].[CH3:26]C1C=CC(S(O)(=O)=O)=CC=1. (3) Given the product [F:22][CH:2]([F:1])[O:3][C:4]1[CH:12]=[CH:11][C:10]([B:13]2[O:17][C:16]([CH3:18])([CH3:19])[C:15]([CH3:21])([CH3:20])[O:14]2)=[CH:9][C:5]=1[C:6]([NH:8][CH3:24])=[O:7], predict the reactants needed to synthesize it. The reactants are: [F:1][CH:2]([F:22])[O:3][C:4]1[CH:12]=[CH:11][C:10]([B:13]2[O:17][C:16]([CH3:19])([CH3:18])[C:15]([CH3:21])([CH3:20])[O:14]2)=[CH:9][C:5]=1[C:6]([NH2:8])=[O:7].Br[C:24]1C=CC(OC(F)F)=C(C=1)C(NC)=O. (4) The reactants are: [F:1][C:2]1[CH:3]=[CH:4][C:5]([O:19][CH3:20])=[C:6]([C:8]([CH3:18])([CH3:17])[CH2:9][C:10]2([C:13]([F:16])([F:15])[F:14])[CH2:12][O:11]2)[CH:7]=1.[CH3:21][C:22]1[N:27]=[C:26]2[N:28]([C:31]3[CH:36]=[CH:35][N:34]=[CH:33][CH:32]=3)[N:29]=[CH:30][C:25]2=[C:24]([NH2:37])[N:23]=1. Given the product [F:14][C:13]([F:16])([F:15])[C:10]([CH2:12][NH:37][C:24]1[N:23]=[C:22]([CH3:21])[N:27]=[C:26]2[N:28]([C:31]3[CH:36]=[CH:35][N:34]=[CH:33][CH:32]=3)[N:29]=[CH:30][C:25]=12)([OH:11])[CH2:9][C:8]([C:6]1[CH:7]=[C:2]([F:1])[CH:3]=[CH:4][C:5]=1[O:19][CH3:20])([CH3:18])[CH3:17], predict the reactants needed to synthesize it.